The task is: Predict the reaction yield, written as a fraction of the theoretical maximum amount of product (1.0 means a 100% yield; for example, 0.34 means a 34% yield).. This data is from Reaction yield outcomes from USPTO patents with 853,638 reactions. (1) The reactants are [CH3:1][C:2]1[S:6][C:5]2[C:7]([C:11](O)=[O:12])=[CH:8][CH:9]=[CH:10][C:4]=2[CH:3]=1. The catalyst is O1CCCC1. The product is [CH3:1][C:2]1[S:6][C:5]2[C:7]([CH2:11][OH:12])=[CH:8][CH:9]=[CH:10][C:4]=2[CH:3]=1. The yield is 0.912. (2) The reactants are [Cl:1][C:2]1[N:10]([CH2:11][CH:12]=[CH2:13])[C:9]2[C:8](=[O:14])[NH:7][C:6](=[O:15])[NH:5][C:4]=2[N:3]=1.C(=O)([O-])[O-].[Na+].[Na+].[CH3:22][O:23][CH2:24][CH2:25][O:26][CH2:27]Cl. The catalyst is CN(C=O)C. The product is [Cl:1][C:2]1[N:10]([CH2:11][CH:12]=[CH2:13])[C:9]2[C:8](=[O:14])[NH:7][C:6](=[O:15])[N:5]([CH2:22][O:23][CH2:24][CH2:25][O:26][CH3:27])[C:4]=2[N:3]=1. The yield is 0.240.